From a dataset of NCI-60 drug combinations with 297,098 pairs across 59 cell lines. Regression. Given two drug SMILES strings and cell line genomic features, predict the synergy score measuring deviation from expected non-interaction effect. Drug 1: CC1=C(C=C(C=C1)C(=O)NC2=CC(=CC(=C2)C(F)(F)F)N3C=C(N=C3)C)NC4=NC=CC(=N4)C5=CN=CC=C5. Drug 2: C1=NC2=C(N=C(N=C2N1C3C(C(C(O3)CO)O)F)Cl)N. Cell line: SR. Synergy scores: CSS=0.0910, Synergy_ZIP=-1.43, Synergy_Bliss=-3.39, Synergy_Loewe=-3.74, Synergy_HSA=-4.23.